From a dataset of NCI-60 drug combinations with 297,098 pairs across 59 cell lines. Regression. Given two drug SMILES strings and cell line genomic features, predict the synergy score measuring deviation from expected non-interaction effect. (1) Cell line: K-562. Synergy scores: CSS=27.6, Synergy_ZIP=-1.99, Synergy_Bliss=2.31, Synergy_Loewe=-24.6, Synergy_HSA=1.59. Drug 1: CCC1(CC2CC(C3=C(CCN(C2)C1)C4=CC=CC=C4N3)(C5=C(C=C6C(=C5)C78CCN9C7C(C=CC9)(C(C(C8N6C=O)(C(=O)OC)O)OC(=O)C)CC)OC)C(=O)OC)O.OS(=O)(=O)O. Drug 2: C1CC(C1)(C(=O)O)C(=O)O.[NH2-].[NH2-].[Pt+2]. (2) Drug 1: CC1=CC2C(CCC3(C2CCC3(C(=O)C)OC(=O)C)C)C4(C1=CC(=O)CC4)C. Drug 2: CN(C)C1=NC(=NC(=N1)N(C)C)N(C)C. Cell line: OVCAR-4. Synergy scores: CSS=-0.895, Synergy_ZIP=1.03, Synergy_Bliss=1.07, Synergy_Loewe=-2.29, Synergy_HSA=-2.29. (3) Synergy scores: CSS=51.6, Synergy_ZIP=10.1, Synergy_Bliss=10.6, Synergy_Loewe=-21.8, Synergy_HSA=9.35. Cell line: NCI-H522. Drug 1: CC1=C2C(C(=O)C3(C(CC4C(C3C(C(C2(C)C)(CC1OC(=O)C(C(C5=CC=CC=C5)NC(=O)C6=CC=CC=C6)O)O)OC(=O)C7=CC=CC=C7)(CO4)OC(=O)C)O)C)OC(=O)C. Drug 2: C1C(C(OC1N2C=NC3=C2NC=NCC3O)CO)O. (4) Drug 1: CC1CCC2CC(C(=CC=CC=CC(CC(C(=O)C(C(C(=CC(C(=O)CC(OC(=O)C3CCCCN3C(=O)C(=O)C1(O2)O)C(C)CC4CCC(C(C4)OC)OCCO)C)C)O)OC)C)C)C)OC. Drug 2: CC1C(C(CC(O1)OC2CC(OC(C2O)C)OC3=CC4=CC5=C(C(=O)C(C(C5)C(C(=O)C(C(C)O)O)OC)OC6CC(C(C(O6)C)O)OC7CC(C(C(O7)C)O)OC8CC(C(C(O8)C)O)(C)O)C(=C4C(=C3C)O)O)O)O. Cell line: UO-31. Synergy scores: CSS=35.6, Synergy_ZIP=-4.67, Synergy_Bliss=-1.52, Synergy_Loewe=-3.04, Synergy_HSA=-1.09. (5) Drug 1: C1=CN(C(=O)N=C1N)C2C(C(C(O2)CO)O)(F)F. Drug 2: CC1CCC2CC(C(=CC=CC=CC(CC(C(=O)C(C(C(=CC(C(=O)CC(OC(=O)C3CCCCN3C(=O)C(=O)C1(O2)O)C(C)CC4CCC(C(C4)OC)OP(=O)(C)C)C)C)O)OC)C)C)C)OC. Cell line: HT29. Synergy scores: CSS=52.7, Synergy_ZIP=3.75, Synergy_Bliss=3.61, Synergy_Loewe=6.41, Synergy_HSA=10.7.